Dataset: CYP2C9 substrate classification data from Carbon-Mangels et al.. Task: Regression/Classification. Given a drug SMILES string, predict its absorption, distribution, metabolism, or excretion properties. Task type varies by dataset: regression for continuous measurements (e.g., permeability, clearance, half-life) or binary classification for categorical outcomes (e.g., BBB penetration, CYP inhibition). Dataset: cyp2c9_substrate_carbonmangels. (1) The compound is CCCN(CCC)CCc1cccc2c1CC(=O)N2. The result is 0 (non-substrate). (2) The compound is C[C@H](CCC(=O)O)[C@H]1CC[C@H]2[C@H]3[C@H](CC[C@@]21C)[C@@]1(C)CC[C@@H](O)C[C@@H]1C[C@H]3O. The result is 0 (non-substrate).